This data is from Catalyst prediction with 721,799 reactions and 888 catalyst types from USPTO. The task is: Predict which catalyst facilitates the given reaction. (1) Reactant: [O:1]1[C:6]2[CH:7]=[CH:8][CH:9]=[CH:10][C:5]=2[N:4]([CH2:11][CH2:12][O:13][C:14]2[CH:19]=[CH:18][C:17]([CH2:20][CH:21]([O:26][CH2:27][CH3:28])[C:22]([O:24]C)=[O:23])=[CH:16][CH:15]=2)[CH2:3][CH2:2]1.[OH-].[Na+]. Product: [O:1]1[C:6]2[CH:7]=[CH:8][CH:9]=[CH:10][C:5]=2[N:4]([CH2:11][CH2:12][O:13][C:14]2[CH:15]=[CH:16][C:17]([CH2:20][CH:21]([O:26][CH2:27][CH3:28])[C:22]([OH:24])=[O:23])=[CH:18][CH:19]=2)[CH2:3][CH2:2]1. The catalyst class is: 5. (2) Reactant: OC(C(F)(F)F)=O.[NH2:8][C@@H:9]([CH2:40][O:41][CH2:42][C:43]1[CH:48]=[CH:47][CH:46]=[CH:45][CH:44]=1)[C:10]([NH:12][C@@H:13]([CH2:31][C:32]1[CH:37]=[CH:36][C:35]([O:38][CH3:39])=[CH:34][CH:33]=1)[C:14]([NH:16][C@@H:17]([CH2:24][C:25]1[CH:30]=[CH:29][CH:28]=[CH:27][CH:26]=1)[C:18]([C@@:20]1([CH3:23])[CH2:22][O:21]1)=[O:19])=[O:15])=[O:11].[O:49]1[CH2:54][CH2:53][N:52]([CH2:55][C:56](O)=[O:57])[CH2:51][CH2:50]1.CN(C(ON1N=NC2C=CC=NC1=2)=[N+](C)C)C.F[P-](F)(F)(F)(F)F.CCN(C(C)C)C(C)C. Product: [CH2:42]([O:41][CH2:40][C@H:9]([NH:8][C:56](=[O:57])[CH2:55][N:52]1[CH2:53][CH2:54][O:49][CH2:50][CH2:51]1)[C:10]([NH:12][C@@H:13]([CH2:31][C:32]1[CH:37]=[CH:36][C:35]([O:38][CH3:39])=[CH:34][CH:33]=1)[C:14]([NH:16][C@@H:17]([CH2:24][C:25]1[CH:30]=[CH:29][CH:28]=[CH:27][CH:26]=1)[C:18]([C@@:20]1([CH3:23])[CH2:22][O:21]1)=[O:19])=[O:15])=[O:11])[C:43]1[CH:48]=[CH:47][CH:46]=[CH:45][CH:44]=1. The catalyst class is: 3. (3) Reactant: [NH2:1][CH2:2][CH2:3][O:4][C:5]1[CH:33]=[C:32]([O:34][CH3:35])[CH:31]=[CH:30][C:6]=1[C:7]([NH:9][C:10]1[CH:26]=[C:25]([N+:27]([O-:29])=[O:28])[CH:24]=[CH:23][C:11]=1[C:12]([NH:14][C:15]1[CH:20]=[CH:19][C:18]([O:21][CH3:22])=[CH:17][CH:16]=1)=[O:13])=[O:8].[S:36]1[CH:40]=[CH:39][CH:38]=[C:37]1[C:41](O)=[O:42]. Product: [CH3:35][O:34][C:32]1[CH:31]=[CH:30][C:6]([C:7]([NH:9][C:10]2[CH:26]=[C:25]([N+:27]([O-:29])=[O:28])[CH:24]=[CH:23][C:11]=2[C:12]([NH:14][C:15]2[CH:20]=[CH:19][C:18]([O:21][CH3:22])=[CH:17][CH:16]=2)=[O:13])=[O:8])=[C:5]([O:4][CH2:3][CH2:2][NH:1][C:41]([C:37]2[S:36][CH:40]=[CH:39][CH:38]=2)=[O:42])[CH:33]=1. The catalyst class is: 2. (4) Reactant: [C:1]([O:4][C:5]1[CH:10]=[CH:9][C:8]([CH:11]=[O:12])=[CH:7][CH:6]=1)(=[O:3])[CH3:2].[Na].C(O)(=O)C.O. Product: [C:1]([O:4][C:5]1[CH:10]=[CH:9][C:8]([CH2:11][OH:12])=[CH:7][CH:6]=1)(=[O:3])[CH3:2]. The catalyst class is: 5. (5) Reactant: CC1C=CC(S(O[CH2:12][C@@H:13]2[O:26][C:17]3=[C:18]4[C:22](=[CH:23][CH:24]=[C:16]3[O:15][CH2:14]2)[NH:21][C:20]([CH3:25])=[CH:19]4)(=O)=O)=CC=1.[NH:27]1[CH2:32][CH:31]=[C:30]([C:33]2[C:41]3[C:36](=[CH:37][CH:38]=[CH:39][CH:40]=3)[NH:35][CH:34]=2)[CH2:29][CH2:28]1. Product: [NH:35]1[C:36]2[C:41](=[CH:40][CH:39]=[CH:38][CH:37]=2)[C:33]([C:30]2[CH2:31][CH2:32][N:27]([CH2:12][CH:13]3[O:26][C:17]4=[C:18]5[C:22](=[CH:23][CH:24]=[C:16]4[O:15][CH2:14]3)[NH:21][C:20]([CH3:25])=[CH:19]5)[CH2:28][CH:29]=2)=[CH:34]1. The catalyst class is: 148. (6) Reactant: [NH2:1][CH2:2][C:3]1([C:6]([OH:8])=[O:7])[CH2:5][CH2:4]1.O.[OH-].[Na+].[C:12](O[C:12]([O:14][C:15]([CH3:18])([CH3:17])[CH3:16])=[O:13])([O:14][C:15]([CH3:18])([CH3:17])[CH3:16])=[O:13]. Product: [C:15]([O:14][C:12]([NH:1][CH2:2][C:3]1([C:6]([OH:8])=[O:7])[CH2:5][CH2:4]1)=[O:13])([CH3:18])([CH3:17])[CH3:16]. The catalyst class is: 12. (7) The catalyst class is: 151. Product: [Cl:1][C:2]1[CH:9]=[C:8]([C:20]2[CH:21]=[N:22][CH:23]=[C:24]([F:31])[C:25]=2[C:26]2([OH:30])[CH2:29][O:28][CH2:27]2)[CH:7]=[CH:6][C:3]=1[C:4]#[N:5]. Reactant: [Cl:1][C:2]1[CH:9]=[C:8](B2OC(C)(C)C(C)(C)O2)[CH:7]=[CH:6][C:3]=1[C:4]#[N:5].Br[C:20]1[CH:21]=[N:22][CH:23]=[C:24]([F:31])[C:25]=1[C:26]1([OH:30])[CH2:29][O:28][CH2:27]1.C(Cl)Cl.C([O-])([O-])=O.[Na+].[Na+].